This data is from Catalyst prediction with 721,799 reactions and 888 catalyst types from USPTO. The task is: Predict which catalyst facilitates the given reaction. (1) Reactant: [Cl:1][C:2]1[CH:11]=[C:10]2[C:5]([CH:6]=[CH:7][C:8]([CH2:12][N:13]3[CH:17]=[C:16]([C:18]([NH:20][CH2:21][C:22]4[C:23]([CH3:37])=[CH:24][C:25]([NH:29]C(=O)OC(C)(C)C)=[N:26][C:27]=4[CH3:28])=[O:19])[CH:15]=[N:14]3)=[N:9]2)=[CH:4][CH:3]=1.C(O)(C(F)(F)F)=O. Product: [NH2:29][C:25]1[N:26]=[C:27]([CH3:28])[C:22]([CH2:21][NH:20][C:18]([C:16]2[CH:15]=[N:14][N:13]([CH2:12][C:8]3[CH:7]=[CH:6][C:5]4[C:10](=[CH:11][C:2]([Cl:1])=[CH:3][CH:4]=4)[N:9]=3)[CH:17]=2)=[O:19])=[C:23]([CH3:37])[CH:24]=1. The catalyst class is: 2. (2) Reactant: [F:1][C:2]1[C:7]([F:8])=[CH:6][CH:5]=[CH:4][C:3]=1[C:9]1[N:36]=[C:12]2[CH:13]=[N:14][N:15]([CH2:17][C:18]3[O:22][N:21]=[C:20]([C:23]4[CH:24]=[CH:25][C:26]([O:32][CH2:33][CH2:34][CH3:35])=[C:27]([CH:31]=4)[C:28](O)=[O:29])[CH:19]=3)[CH:16]=[C:11]2[N:10]=1.CN(C(ON1N=NC2C=CC=NC1=2)=[N+](C)C)C.F[P-](F)(F)(F)(F)F.C(N(C(C)C)CC)(C)C.[NH2:70][CH2:71][CH2:72][N:73]1[CH2:78][CH2:77][O:76][CH2:75][CH2:74]1. Product: [F:1][C:2]1[C:7]([F:8])=[CH:6][CH:5]=[CH:4][C:3]=1[C:9]1[N:36]=[C:12]2[CH:13]=[N:14][N:15]([CH2:17][C:18]3[O:22][N:21]=[C:20]([C:23]4[CH:24]=[CH:25][C:26]([O:32][CH2:33][CH2:34][CH3:35])=[C:27]([CH:31]=4)[C:28]([NH:70][CH2:71][CH2:72][N:73]4[CH2:78][CH2:77][O:76][CH2:75][CH2:74]4)=[O:29])[CH:19]=3)[CH:16]=[C:11]2[N:10]=1. The catalyst class is: 3.